From a dataset of Forward reaction prediction with 1.9M reactions from USPTO patents (1976-2016). Predict the product of the given reaction. (1) Given the reactants [NH2:1][C@H:2]([C:4]1[N:5]([C:16]2[CH:21]=[CH:20][CH:19]=[CH:18][CH:17]=2)[C:6](=[O:15])[C:7]2[C:12]([CH:13]=1)=[CH:11][CH:10]=[CH:9][C:8]=2[Cl:14])[CH3:3].Cl[C:23]1[N:31]=[CH:30][N:29]=[C:28]2[C:24]=1[N:25]=[CH:26][N:27]2[CH:32]1[CH2:37][CH2:36][CH2:35][CH2:34][O:33]1.C(N(CC)CC)C, predict the reaction product. The product is: [Cl:14][C:8]1[CH:9]=[CH:10][CH:11]=[C:12]2[C:7]=1[C:6](=[O:15])[N:5]([C:16]1[CH:21]=[CH:20][CH:19]=[CH:18][CH:17]=1)[C:4]([C@@H:2]([NH:1][C:23]1[N:31]=[CH:30][N:29]=[C:28]3[C:24]=1[N:25]=[CH:26][N:27]3[CH:32]1[CH2:37][CH2:36][CH2:35][CH2:34][O:33]1)[CH3:3])=[CH:13]2. (2) Given the reactants [Cl:1][C:2]1[CH:3]=[C:4]([NH:10][C:11]2[N:16]=[CH:15][C:14]([CH:17]3[CH2:21][CH2:20][N:19]([C:22](OC(C)(C)C)=O)[CH2:18]3)=[CH:13][CH:12]=2)[C:5](=[O:9])[N:6]([CH3:8])[N:7]=1.O, predict the reaction product. The product is: [Cl:1][C:2]1[CH:3]=[C:4]([NH:10][C:11]2[CH:12]=[CH:13][C:14]([CH:17]3[CH2:21][CH2:20][N:19]([CH3:22])[CH2:18]3)=[CH:15][N:16]=2)[C:5](=[O:9])[N:6]([CH3:8])[N:7]=1.